Dataset: Forward reaction prediction with 1.9M reactions from USPTO patents (1976-2016). Task: Predict the product of the given reaction. (1) Given the reactants Cl[C:2]1[C:7]([C:8]#[N:9])=[CH:6][N:5]=[C:4]([NH:10][C:11]([N:13]2[C:22]3[C:17](=[CH:18][CH:19]=[C:20]([CH:23]([O:26][CH3:27])[O:24][CH3:25])[N:21]=3)[CH2:16][CH2:15][CH2:14]2)=[O:12])[CH:3]=1.[NH:28]1[CH2:33][CH2:32][O:31][CH2:30][CH2:29]1, predict the reaction product. The product is: [C:8]([C:7]1[C:2]([N:28]2[CH2:33][CH2:32][O:31][CH2:30][CH2:29]2)=[CH:3][C:4]([NH:10][C:11]([N:13]2[C:22]3[C:17](=[CH:18][CH:19]=[C:20]([CH:23]([O:26][CH3:27])[O:24][CH3:25])[N:21]=3)[CH2:16][CH2:15][CH2:14]2)=[O:12])=[N:5][CH:6]=1)#[N:9]. (2) Given the reactants FC(F)(F)C(O)=O.[CH:8]1[C:17]2[C:12](=[CH:13][CH:14]=[CH:15][CH:16]=2)[C:11]([C:18]2[CH:30]=[CH:29][C:21]([C:22]([O:24]C(C)(C)C)=[O:23])=[C:20]([NH:31][C:32]([C:34]3[CH:35]=[N:36][CH:37]=[C:38]([C:40]4[CH:45]=[CH:44][CH:43]=[CH:42][CH:41]=4)[CH:39]=3)=[O:33])[CH:19]=2)=[CH:10][N:9]=1, predict the reaction product. The product is: [CH:8]1[C:17]2[C:12](=[CH:13][CH:14]=[CH:15][CH:16]=2)[C:11]([C:18]2[CH:30]=[CH:29][C:21]([C:22]([OH:24])=[O:23])=[C:20]([NH:31][C:32]([C:34]3[CH:35]=[N:36][CH:37]=[C:38]([C:40]4[CH:41]=[CH:42][CH:43]=[CH:44][CH:45]=4)[CH:39]=3)=[O:33])[CH:19]=2)=[CH:10][N:9]=1.